The task is: Regression. Given two drug SMILES strings and cell line genomic features, predict the synergy score measuring deviation from expected non-interaction effect.. This data is from NCI-60 drug combinations with 297,098 pairs across 59 cell lines. (1) Drug 1: C1CC(=O)NC(=O)C1N2CC3=C(C2=O)C=CC=C3N. Drug 2: CC=C1C(=O)NC(C(=O)OC2CC(=O)NC(C(=O)NC(CSSCCC=C2)C(=O)N1)C(C)C)C(C)C. Cell line: K-562. Synergy scores: CSS=25.5, Synergy_ZIP=0.492, Synergy_Bliss=1.97, Synergy_Loewe=-59.1, Synergy_HSA=3.70. (2) Drug 1: CC1=C(C(=CC=C1)Cl)NC(=O)C2=CN=C(S2)NC3=CC(=NC(=N3)C)N4CCN(CC4)CCO. Drug 2: CS(=O)(=O)CCNCC1=CC=C(O1)C2=CC3=C(C=C2)N=CN=C3NC4=CC(=C(C=C4)OCC5=CC(=CC=C5)F)Cl. Cell line: SNB-19. Synergy scores: CSS=5.57, Synergy_ZIP=2.44, Synergy_Bliss=9.12, Synergy_Loewe=1.71, Synergy_HSA=2.07. (3) Drug 1: CCN(CC)CCNC(=O)C1=C(NC(=C1C)C=C2C3=C(C=CC(=C3)F)NC2=O)C. Drug 2: CN(C(=O)NC(C=O)C(C(C(CO)O)O)O)N=O. Cell line: SF-539. Synergy scores: CSS=16.8, Synergy_ZIP=-6.61, Synergy_Bliss=-7.11, Synergy_Loewe=1.40, Synergy_HSA=-4.31.